Dataset: Reaction yield outcomes from USPTO patents with 853,638 reactions. Task: Predict the reaction yield, written as a fraction of the theoretical maximum amount of product (1.0 means a 100% yield; for example, 0.34 means a 34% yield). (1) The reactants are I[CH:2]([CH3:4])[CH3:3].[CH3:5][O:6][C:7]1[CH:12]=[CH:11][C:10]([S:13]([NH:16][C:17]2[CH:22]=[CH:21][C:20]([O:23][CH3:24])=[CH:19][CH:18]=2)(=[O:15])=[O:14])=[CH:9][CH:8]=1. No catalyst specified. The product is [CH:2]([N:16]([C:17]1[CH:22]=[CH:21][C:20]([O:23][CH3:24])=[CH:19][CH:18]=1)[S:13]([C:10]1[CH:11]=[CH:12][C:7]([O:6][CH3:5])=[CH:8][CH:9]=1)(=[O:15])=[O:14])([CH3:4])[CH3:3]. The yield is 0.710. (2) The reactants are Br[C:2]1[CH:3]=[N:4][CH:5]=[C:6]([N:10]2[CH2:21][CH2:20][N:19]3[C:12](=[CH:13][C:14]4[CH2:15][C:16]([CH3:23])([CH3:22])[CH2:17][C:18]=43)[C:11]2=[O:24])[C:7]=1[CH:8]=[O:9].[CH3:25][N:26]1[CH:31]=[C:30](B2OC(C)(C)C(C)(C)O2)[CH:29]=[C:28]([NH:41][C:42]2[CH:47]=[CH:46][C:45]([N:48]3[CH2:53][CH2:52][N:51]([CH:54]4[CH2:57][O:56][CH2:55]4)[CH2:50][CH2:49]3)=[CH:44][N:43]=2)[C:27]1=[O:58].[O-]P([O-])([O-])=O.[K+].[K+].[K+].CC([O-])=O.[Na+]. The catalyst is CC#N.O.C1C=CC(P(C2C=CC=CC=2)[C-]2C=CC=C2)=CC=1.C1C=CC(P(C2C=CC=CC=2)[C-]2C=CC=C2)=CC=1.Cl[Pd]Cl.[Fe+2]. The product is [CH3:25][N:26]1[C:27](=[O:58])[C:28]([NH:41][C:42]2[CH:47]=[CH:46][C:45]([N:48]3[CH2:53][CH2:52][N:51]([CH:54]4[CH2:55][O:56][CH2:57]4)[CH2:50][CH2:49]3)=[CH:44][N:43]=2)=[CH:29][C:30]([C:2]2[C:7]([CH:8]=[O:9])=[C:6]([N:10]3[CH2:21][CH2:20][N:19]4[C:12](=[CH:13][C:14]5[CH2:15][C:16]([CH3:23])([CH3:22])[CH2:17][C:18]=54)[C:11]3=[O:24])[CH:5]=[N:4][CH:3]=2)=[CH:31]1. The yield is 0.350. (3) The reactants are [CH2:1]([O:3][C:4](=[O:12])[C:5]1[CH:10]=[CH:9][CH:8]=[N:7][C:6]=1Cl)[CH3:2].[CH3:13][O-:14].[Na+]. The catalyst is CO. The product is [CH2:1]([O:3][C:4](=[O:12])[C:5]1[CH:10]=[CH:9][CH:8]=[N:7][C:6]=1[O:14][CH3:13])[CH3:2]. The yield is 0.910. (4) The product is [CH:1]1([N:5]2[C:9]3=[N:10][C:11]([C:14]([F:17])([F:16])[F:15])=[CH:12][CH:13]=[C:8]3[N:7]=[C:6]2[NH:18][C:22](=[O:25])[CH2:21][C:20]([CH3:26])([CH3:19])[CH2:24][OH:23])[CH2:2][CH2:3][CH2:4]1. The yield is 0.360. The reactants are [CH:1]1([N:5]2[C:9]3=[N:10][C:11]([C:14]([F:17])([F:16])[F:15])=[CH:12][CH:13]=[C:8]3[N:7]=[C:6]2[NH2:18])[CH2:4][CH2:3][CH2:2]1.[CH3:19][C:20]1([CH3:26])[CH2:24][O:23][C:22](=[O:25])[CH2:21]1.C[Al](C)C.CO.C(Cl)Cl. The catalyst is C1COCC1.